This data is from Catalyst prediction with 721,799 reactions and 888 catalyst types from USPTO. The task is: Predict which catalyst facilitates the given reaction. Reactant: [CH2:1]([O:4][C:5]1[CH:14]=[C:13]([O:15][CH3:16])[CH:12]=[CH:11][C:6]=1[C:7]([O:9]C)=[O:8])[CH:2]=[CH2:3].[OH-].[K+]. Product: [CH2:1]([O:4][C:5]1[CH:14]=[C:13]([O:15][CH3:16])[CH:12]=[CH:11][C:6]=1[C:7]([OH:9])=[O:8])[CH:2]=[CH2:3]. The catalyst class is: 191.